From a dataset of Experimentally validated miRNA-target interactions with 360,000+ pairs, plus equal number of negative samples. Binary Classification. Given a miRNA mature sequence and a target amino acid sequence, predict their likelihood of interaction. (1) The miRNA is mmu-miR-344d-3p with sequence GAUAUAACCACUGCCAGACUGA. The protein sequence of the target gene is MALKNINYLLIFYLSFSLLIYIKNSFCNKNNTRCLSNSCQNNSTCKDFSKDNDCSCSDTANNLDKDCDNMKDPCFSNPCQGSATCVNTPGERSFLCKCPPGYSGTICETTIGSCGKNSCQHGGICHQDPIYPVCICPAGYAGRFCEIDHDECASSPCQNGAVCQDGIDGYSCFCVPGYQGRHCDLEVDECASDPCKNEATCLNEIGRYTCICPHNYSGVNCELEIDECWSQPCLNGATCQDALGAYFCDCAPGFLGDHCELNTDECASQPCLHGGLCVDGENRYSCNCTGSGFTGTHCET.... Result: 0 (no interaction). (2) The miRNA is hsa-miR-5006-3p with sequence UUUCCCUUUCCAUCCUGGCAG. The protein sequence of the target gene is MALKWTSVLLLIHLGCYFSSGSCGKVLVWTGEYSHWMNMKTILKELVQRGHEVTVLASSASILFDPNDAFTLKLEVYPTSLTKTEFENIIMQQVKRWSDIQKDSFWLYFSQEQEILWEFHDIFRNFCKDVVSNKKVMKKLQESRFDIIFADAFFPCGELLAALLNIPFVYSLCFTPGYTIERHSGGLIFPPSYIPVVMSKLSDQMTFMERVKNMIYVLYFDFWFQMCDMKKWDQFYSEVLGRPTTLFETMGKADIWLMRNSWSFQFPHPFLPNIDFVGGLHCKPAKPLPKEMEEFVQSSG.... Result: 1 (interaction). (3) The miRNA is hsa-miR-335-5p with sequence UCAAGAGCAAUAACGAAAAAUGU. The protein sequence of the target gene is MEKIPVSAFLLLVALSYTLARDTTVKPGAKKDTKDSRPKLPQTLSRGWGDQLIWTQTYEEALYKSKTSNKPLMIIHHLDECPHSQALKKVFAENKEIQKLAEQFVLLNLVYETTDKHLSPDGQYVPRIMFVDPSLTVRADITGRYSNRLYAYEPADTALLLDNMKKALKLLKTEL. Result: 1 (interaction). (4) The miRNA is hsa-miR-8084 with sequence GAAUACUAAGUAAAAAAUCAGUA. The protein sequence of the target gene is MPRRKQQAPRRAAAYVSEELKAAALVDEGLDPEEHTADGEPSAKYMCPEKELARACPSYQNSPAAEFSCHEMDSESHISETSDRMADFESGSIKNEEETKEVTVPLEDTTVSDSLEQMKAVYNNFLSNSYWSNLNLNLHQPSSEKNNGSSSSSSSSSSSCGSGSFDWHQSAMAKTLQQVSQSRMLPEPSLFSTVQLYRQSSKLYGSIFTGASKFRCKDCSAAYDTLVELTVHMNETGHYRDDNHETDNNNPKRWSKPRKRSLLEMEGKEDAQKVLKCMYCGHSFESLQDLSVHMIKTKHY.... Result: 0 (no interaction).